Task: Predict the reactants needed to synthesize the given product.. Dataset: Full USPTO retrosynthesis dataset with 1.9M reactions from patents (1976-2016) (1) Given the product [C:20]([O-:36])(=[O:19])[CH3:11].[NH4+:8].[CH2:1]([O:3][C:4]1[CH:27]=[CH:26][CH:25]=[CH:24][C:5]=1[C:6]([N:8]=[C:9]1[N:13]([CH2:14][CH2:15][O:16][CH3:17])[C:12]2[CH2:18][O:19][CH2:20][C:11]=2[S:10]1)=[O:7])[CH3:2], predict the reactants needed to synthesize it. The reactants are: [CH2:1]([O:3][C:4]1[CH:27]=[CH:26][CH:25]=[CH:24][C:5]=1[C:6]([N:8]=[C:9]1[N:13]([CH2:14][CH2:15][O:16][CH3:17])[C:12]2(OCC)[CH2:18][O:19][CH2:20][CH:11]2[S:10]1)=[O:7])[CH3:2].O.C1(C)C=CC(S(O)(=O)=[O:36])=CC=1. (2) The reactants are: N1CCC[C@H]1C(O)=O.[CH3:9][S:10][C:11]1[S:12][C:13]2[CH:19]=[C:18]([CH2:20][CH2:21][CH:22]=[O:23])[CH:17]=[CH:16][C:14]=2[N:15]=1.[Cl:24]N1C(=O)CCC1=O. Given the product [Cl:24][CH:21]([CH2:20][C:18]1[CH:17]=[CH:16][C:14]2[N:15]=[C:11]([S:10][CH3:9])[S:12][C:13]=2[CH:19]=1)[CH:22]=[O:23], predict the reactants needed to synthesize it. (3) Given the product [CH2:16]([NH:18][C:11](=[O:13])[C:3]1[C:2]([CH3:1])=[CH:7][C:6]([N+:8]([O-:10])=[O:9])=[CH:5][N:4]=1)[CH3:17], predict the reactants needed to synthesize it. The reactants are: [CH3:1][C:2]1[C:3]([C:11]([O:13]CC)=O)=[N:4][CH:5]=[C:6]([N+:8]([O-:10])=[O:9])[CH:7]=1.[CH2:16]([NH2:18])[CH3:17]. (4) The reactants are: [Cl:1][C:2]1[CH:23]=[CH:22][C:5]([CH:6]([N:13]2[CH2:18][CH2:17][N:16]([CH2:19][CH2:20][NH2:21])[CH2:15][CH2:14]2)[C:7]2[CH:12]=[CH:11][CH:10]=[CH:9][CH:8]=2)=[CH:4][CH:3]=1.[C:24]([N:28]1[C:32]([CH2:33][CH:34]([CH3:36])[CH3:35])=[CH:31][C:30]([CH:37]=O)=[N:29]1)([CH3:27])([CH3:26])[CH3:25]. Given the product [C:24]([N:28]1[C:32]([CH2:33][CH:34]([CH3:35])[CH3:36])=[CH:31][C:30]([CH2:37][NH:21][CH2:20][CH2:19][N:16]2[CH2:15][CH2:14][N:13]([CH:6]([C:7]3[CH:8]=[CH:9][CH:10]=[CH:11][CH:12]=3)[C:5]3[CH:4]=[CH:3][C:2]([Cl:1])=[CH:23][CH:22]=3)[CH2:18][CH2:17]2)=[N:29]1)([CH3:27])([CH3:26])[CH3:25], predict the reactants needed to synthesize it.